This data is from Catalyst prediction with 721,799 reactions and 888 catalyst types from USPTO. The task is: Predict which catalyst facilitates the given reaction. Reactant: [CH2:1]([O:4][NH:5][C:6]([C:8]1[C:17]([NH:18][C:19]2[CH:24]=[CH:23][C:22]([Br:25])=[CH:21][C:20]=2[Cl:26])=[C:16]([F:27])[C:11]2[N:12]=[CH:13][N:14]([CH3:15])[C:10]=2[CH:9]=1)=[O:7])[CH:2]=[CH2:3].[O:28]1CCCC1.[OH2:33].C[N+]1([O-])CCOCC1.OS([O-])=O.[Na+]. Product: [OH:33][CH:2]([CH2:3][OH:28])[CH2:1][O:4][NH:5][C:6]([C:8]1[C:17]([NH:18][C:19]2[CH:24]=[CH:23][C:22]([Br:25])=[CH:21][C:20]=2[Cl:26])=[C:16]([F:27])[C:11]2[N:12]=[CH:13][N:14]([CH3:15])[C:10]=2[CH:9]=1)=[O:7]. The catalyst class is: 13.